From a dataset of Full USPTO retrosynthesis dataset with 1.9M reactions from patents (1976-2016). Predict the reactants needed to synthesize the given product. (1) The reactants are: [C:1]([O:5][C:6]([N:8]1[CH2:13][CH:12]=[C:11]([C:14]2[CH:19]=[CH:18][C:17]([C:20]([OH:22])=[O:21])=[CH:16][C:15]=2[C:23]([F:26])([F:25])[F:24])[CH2:10][CH2:9]1)=[O:7])([CH3:4])([CH3:3])[CH3:2]. Given the product [C:1]([O:5][C:6]([N:8]1[CH2:13][CH2:12][CH:11]([C:14]2[CH:19]=[CH:18][C:17]([C:20]([OH:22])=[O:21])=[CH:16][C:15]=2[C:23]([F:26])([F:24])[F:25])[CH2:10][CH2:9]1)=[O:7])([CH3:4])([CH3:2])[CH3:3], predict the reactants needed to synthesize it. (2) The reactants are: [F:1][C:2]1[CH:3]=[C:4]([N:8]2[C:12]3([CH2:17][CH2:16][N:15]([C:18]([O:20][C:21]([CH3:24])([CH3:23])[CH3:22])=[O:19])[CH2:14][CH2:13]3)[C:11]([NH:25][CH2:26][Si](C)(C)C)=[N:10][C:9]2=[O:31])[CH:5]=[CH:6][CH:7]=1.[F-].C([N+](CCCC)(CCCC)CCCC)CCC. Given the product [F:1][C:2]1[CH:3]=[C:4]([N:8]2[C:12]3([CH2:17][CH2:16][N:15]([C:18]([O:20][C:21]([CH3:22])([CH3:23])[CH3:24])=[O:19])[CH2:14][CH2:13]3)[C:11]([NH:25][CH3:26])=[N:10][C:9]2=[O:31])[CH:5]=[CH:6][CH:7]=1, predict the reactants needed to synthesize it.